From a dataset of Full USPTO retrosynthesis dataset with 1.9M reactions from patents (1976-2016). Predict the reactants needed to synthesize the given product. (1) The reactants are: [C:1]([O:5][C:6]([NH:8][C@@H:9]([C:20]([OH:22])=O)[CH2:10][C:11]1[CH:16]=[CH:15][C:14]([O:17][CH2:18][CH3:19])=[CH:13][CH:12]=1)=[O:7])([CH3:4])([CH3:3])[CH3:2].CCN(C(C)C)C(C)C.Cl.[CH3:33][O:34][C:35]1[CH:36]=[C:37]([C:43]2[C@@H:52]3[C@@H:47]([CH2:48][CH2:49][CH2:50][CH2:51]3)[C:46](=[O:53])[N:45]([CH:54]3[CH2:59][CH2:58][NH:57][CH2:56][CH2:55]3)[N:44]=2)[CH:38]=[CH:39][C:40]=1[O:41][CH3:42].CCOC(C(C#N)=NOC(N1CCOCC1)=[N+](C)C)=O.F[P-](F)(F)(F)(F)F.C(=O)(O)[O-].[Na+]. Given the product [CH3:33][O:34][C:35]1[CH:36]=[C:37]([C:43]2[C@@H:52]3[C@@H:47]([CH2:48][CH2:49][CH2:50][CH2:51]3)[C:46](=[O:53])[N:45]([CH:54]3[CH2:55][CH2:56][N:57]([C:20](=[O:22])[C@H:9]([NH:8][C:6](=[O:7])[O:5][C:1]([CH3:2])([CH3:3])[CH3:4])[CH2:10][C:11]4[CH:12]=[CH:13][C:14]([O:17][CH2:18][CH3:19])=[CH:15][CH:16]=4)[CH2:58][CH2:59]3)[N:44]=2)[CH:38]=[CH:39][C:40]=1[O:41][CH3:42], predict the reactants needed to synthesize it. (2) The reactants are: [Cl:1][C:2]1[C:3]([CH3:12])=[C:4]([S:8](Cl)(=[O:10])=[O:9])[CH:5]=[CH:6][CH:7]=1.N1C=CC=CC=1.[CH3:19][C:20]1[C:21]2[CH:28]=[C:27]([NH2:29])[CH:26]=[CH:25][C:22]=2[S:23][CH:24]=1.C([O-])(O)=O.[Na+]. Given the product [Cl:1][C:2]1[C:3]([CH3:12])=[C:4]([S:8]([NH:29][C:27]2[CH:26]=[CH:25][C:22]3[S:23][CH:24]=[C:20]([CH3:19])[C:21]=3[CH:28]=2)(=[O:10])=[O:9])[CH:5]=[CH:6][CH:7]=1, predict the reactants needed to synthesize it. (3) The reactants are: [OH:1][C@:2]12[C:9](=[O:10])[O:8][C@H:6]([CH2:7]1)[C@H:5]([OH:11])[C:4]([O:12][CH2:13][C:14]1[CH:18]=[CH:17][S:16][CH:15]=1)=[CH:3]2.[K+].[Br-].[OH-:21].[Na+:22]. Given the product [OH:1][C@:2]1([C:9]([O-:8])=[O:10])[CH2:7][C@@H:6]([OH:21])[C@H:5]([OH:11])[C:4]([O:12][CH2:13][C:14]2[CH:18]=[CH:17][S:16][CH:15]=2)=[CH:3]1.[Na+:22], predict the reactants needed to synthesize it. (4) Given the product [CH3:32][S:33]([N:21]1[CH2:22][CH2:23][CH:19]([O:18][C:13]2[CH:14]=[CH:15][CH:16]=[CH:17][C:12]=2[NH:11][C:9]2[C:10]3[C:2]([CH3:1])=[CH:3][S:4][C:5]=3[N:6]=[CH:7][N:8]=2)[CH2:20]1)(=[O:35])=[O:34], predict the reactants needed to synthesize it. The reactants are: [CH3:1][C:2]1[C:10]2[C:9]([NH:11][C:12]3[CH:17]=[CH:16][CH:15]=[CH:14][C:13]=3[O:18][CH:19]3[CH2:23][CH2:22][NH:21][CH2:20]3)=[N:8][CH:7]=[N:6][C:5]=2[S:4][CH:3]=1.C(Cl)Cl.CN(C=O)C.[CH3:32][S:33](Cl)(=[O:35])=[O:34].